Dataset: Peptide-MHC class I binding affinity with 185,985 pairs from IEDB/IMGT. Task: Regression. Given a peptide amino acid sequence and an MHC pseudo amino acid sequence, predict their binding affinity value. This is MHC class I binding data. (1) The peptide sequence is PGDPPQPEY. The MHC is HLA-A01:01 with pseudo-sequence HLA-A01:01. The binding affinity (normalized) is 0. (2) The peptide sequence is RIYRKGNPL. The MHC is BoLA-D18.4 with pseudo-sequence BoLA-D18.4. The binding affinity (normalized) is 0.0641. (3) The peptide sequence is NTDDFPLTL. The MHC is HLA-A03:01 with pseudo-sequence HLA-A03:01. The binding affinity (normalized) is 0.0847. (4) The peptide sequence is FLQGAKWYL. The MHC is HLA-A02:19 with pseudo-sequence HLA-A02:19. The binding affinity (normalized) is 0.898. (5) The peptide sequence is RDYVDRFFKTL. The MHC is HLA-B07:02 with pseudo-sequence HLA-B07:02. The binding affinity (normalized) is 0. (6) The peptide sequence is NTANPDWDFN. The binding affinity (normalized) is 0. The MHC is HLA-A68:01 with pseudo-sequence HLA-A68:01. (7) The peptide sequence is MAAILAYTI. The MHC is HLA-A68:02 with pseudo-sequence HLA-A68:02. The binding affinity (normalized) is 0.856.